This data is from Full USPTO retrosynthesis dataset with 1.9M reactions from patents (1976-2016). The task is: Predict the reactants needed to synthesize the given product. (1) Given the product [Br:1][C:2]1[CH:3]=[CH:4][C:5]2[S:10][C:9]([CH3:11])([CH3:12])[C:8](=[O:13])[N:7]([CH2:24][O:23][CH2:22][CH2:21][Si:18]([CH3:20])([CH3:19])[CH3:17])[C:6]=2[CH:14]=1, predict the reactants needed to synthesize it. The reactants are: [Br:1][C:2]1[CH:3]=[CH:4][C:5]2[S:10][C:9]([CH3:12])([CH3:11])[C:8](=[O:13])[NH:7][C:6]=2[CH:14]=1.[H-].[Na+].[CH3:17][Si:18]([CH2:21][CH2:22][O:23][CH2:24]Cl)([CH3:20])[CH3:19]. (2) The reactants are: Cl[C:2]1[N:7]=[C:6]([N:8]2[CH2:13][CH2:12][CH:11]([CH3:14])[CH2:10][CH2:9]2)[C:5]([N+:15]([O-:17])=[O:16])=[CH:4][CH:3]=1.C([O-])([O-])=O.[Na+].[Na+].[CH2:24]([O:31][C:32]([N:34]1[CH2:39][CH2:38][NH:37][CH2:36][CH2:35]1)=[O:33])[C:25]1[CH:30]=[CH:29][CH:28]=[CH:27][CH:26]=1. Given the product [CH2:24]([O:31][C:32]([N:34]1[CH2:39][CH2:38][N:37]([C:2]2[N:7]=[C:6]([N:8]3[CH2:13][CH2:12][CH:11]([CH3:14])[CH2:10][CH2:9]3)[C:5]([N+:15]([O-:17])=[O:16])=[CH:4][CH:3]=2)[CH2:36][CH2:35]1)=[O:33])[C:25]1[CH:30]=[CH:29][CH:28]=[CH:27][CH:26]=1, predict the reactants needed to synthesize it. (3) Given the product [Br:12][C:11]1[C:9]([C:8]([OH:16])=[O:15])=[N:20][C:19]([S:18][CH3:17])=[N:21][CH:13]=1, predict the reactants needed to synthesize it. The reactants are: C(N(CC)CC)C.[C:8]([OH:16])(=[O:15])/[C:9](=[C:11](\[CH:13]=O)/[Br:12])/Br.[CH3:17][S:18][C:19](=[NH:21])[NH2:20].Cl. (4) Given the product [C:1]1([CH2:7][CH2:8][N:9]([CH2:21][C:22]2[CH:23]=[CH:24][C:25]([CH:28]=[O:29])=[CH:26][CH:27]=2)[C:10]2[S:11][CH:12]=[C:13]([C:15]3[CH:20]=[CH:19][CH:18]=[CH:17][CH:16]=3)[N:14]=2)[CH:2]=[CH:3][CH:4]=[CH:5][CH:6]=1, predict the reactants needed to synthesize it. The reactants are: [C:1]1([CH2:7][CH2:8][N:9]([CH2:21][C:22]2[CH:27]=[CH:26][C:25]([CH2:28][OH:29])=[CH:24][CH:23]=2)[C:10]2[S:11][CH:12]=[C:13]([C:15]3[CH:20]=[CH:19][CH:18]=[CH:17][CH:16]=3)[N:14]=2)[CH:6]=[CH:5][CH:4]=[CH:3][CH:2]=1.